Dataset: Forward reaction prediction with 1.9M reactions from USPTO patents (1976-2016). Task: Predict the product of the given reaction. (1) Given the reactants [N-:1]=[N+:2]=[N-:3].[Na+].C(Cl)Cl.[O:8](S(C(F)(F)F)(=O)=O)[S:9]([C:12]([F:15])([F:14])[F:13])(=O)=[O:10], predict the reaction product. The product is: [S:9]([N:1]=[N+:2]=[N-:3])([C:12]([F:15])([F:14])[F:13])(=[O:10])=[O:8]. (2) Given the reactants [F:1][C:2]1[CH:3]=[C:4]2[C:9](=[CH:10][CH:11]=1)[CH:8]([C:12]1[CH:17]=[CH:16][C:15]([C:18]([F:21])([F:20])[F:19])=[CH:14][CH:13]=1)[NH:7][CH2:6][CH2:5]2.C(N(C(C)C)CC)(C)C.[F:31][C:32]1[CH:37]=[CH:36][C:35]([N:38]=[C:39]=[O:40])=[CH:34][CH:33]=1, predict the reaction product. The product is: [F:1][C:2]1[CH:3]=[C:4]2[C:9](=[CH:10][CH:11]=1)[CH:8]([C:12]1[CH:17]=[CH:16][C:15]([C:18]([F:19])([F:21])[F:20])=[CH:14][CH:13]=1)[N:7]([C:39]([NH:38][C:35]1[CH:36]=[CH:37][C:32]([F:31])=[CH:33][CH:34]=1)=[O:40])[CH2:6][CH2:5]2.